The task is: Predict the reaction yield, written as a fraction of the theoretical maximum amount of product (1.0 means a 100% yield; for example, 0.34 means a 34% yield).. This data is from Reaction yield outcomes from USPTO patents with 853,638 reactions. (1) The reactants are Cl[C:2]([O:4][CH2:5][CH3:6])=[O:3].C[Si](C)(C)[N-][Si](C)(C)C.[Li+].[O:17]([CH2:35][C:36]1([C@H:39]2[CH2:43][C:42](=[O:44])[N:41]([C@H:45]([C:47]3[CH:52]=[CH:51][CH:50]=[CH:49][CH:48]=3)[CH3:46])[CH2:40]2)[CH2:38][CH2:37]1)[Si:18]([C:31]([CH3:34])([CH3:33])[CH3:32])([C:25]1[CH:30]=[CH:29][CH:28]=[CH:27][CH:26]=1)[C:19]1[CH:24]=[CH:23][CH:22]=[CH:21][CH:20]=1. The catalyst is O1CCCC1. The product is [CH2:5]([O:4][C:2]([CH:43]1[C:42](=[O:44])[N:41]([C@H:45]([C:47]2[CH:52]=[CH:51][CH:50]=[CH:49][CH:48]=2)[CH3:46])[CH2:40][C@H:39]1[C:36]1([CH2:35][O:17][Si:18]([C:31]([CH3:32])([CH3:34])[CH3:33])([C:19]2[CH:20]=[CH:21][CH:22]=[CH:23][CH:24]=2)[C:25]2[CH:26]=[CH:27][CH:28]=[CH:29][CH:30]=2)[CH2:37][CH2:38]1)=[O:3])[CH3:6]. The yield is 0.770. (2) The reactants are [C-:1]#[N:2].[Na+].Cl[CH2:5][C:6]1[C:10]2[CH:11]=[CH:12][CH:13]=[CH:14][C:9]=2[S:8][CH:7]=1. The catalyst is CS(C)=O. The product is [S:8]1[C:9]2[CH:14]=[CH:13][CH:12]=[CH:11][C:10]=2[C:6]([CH2:5][C:1]#[N:2])=[CH:7]1. The yield is 0.650. (3) The reactants are [Cl:1][C:2]1[C:7]([O:8][CH2:9][C@@H:10]([NH:15]C(=O)OC(C)(C)C)[CH2:11][CH:12]([CH3:14])[CH3:13])=[CH:6][C:5]2[O:23][CH:24]([C:31]([F:34])([F:33])[F:32])[C:25]3[C:30]([C:4]=2[CH:3]=1)=[CH:29][CH:28]=[N:27][CH:26]=3.Cl.C(OCC)C. The catalyst is C(Cl)Cl. The product is [Cl:1][C:2]1[C:7]([O:8][CH2:9][C@@H:10]([NH2:15])[CH2:11][CH:12]([CH3:14])[CH3:13])=[CH:6][C:5]2[O:23][CH:24]([C:31]([F:33])([F:34])[F:32])[C:25]3[C:30]([C:4]=2[CH:3]=1)=[CH:29][CH:28]=[N:27][CH:26]=3. The yield is 0.230. (4) The reactants are CCOP(ON1N=NC2C=CC=CC=2C1=O)(OCC)=O.[C:21]([O:25][C:26]([NH:28][C@@H:29]1[C:39]2[C:34](=[N:35][CH:36]=[CH:37][CH:38]=2)[C@@H:33]([CH2:40][C:41]([OH:43])=O)[CH2:32][CH2:31][C@H:30]1[C:44]1[CH:49]=[CH:48][CH:47]=[C:46]([F:50])[C:45]=1[F:51])=[O:27])([CH3:24])([CH3:23])[CH3:22].[NH:52]1[CH2:57][CH2:56][CH:55]([N:58]2[C:66]3[C:61](=[N:62][CH:63]=[CH:64][CH:65]=3)[NH:60][C:59]2=[O:67])[CH2:54][CH2:53]1.C(N(CC)CC)C. The catalyst is C(OCC)(=O)C.CN(C)C=O. The product is [F:51][C:45]1[C:46]([F:50])=[CH:47][CH:48]=[CH:49][C:44]=1[C@@H:30]1[CH2:31][CH2:32][C@H:33]([CH2:40][C:41](=[O:43])[N:52]2[CH2:53][CH2:54][CH:55]([N:58]3[C:66]4[C:61](=[N:62][CH:63]=[CH:64][CH:65]=4)[NH:60][C:59]3=[O:67])[CH2:56][CH2:57]2)[C:34]2=[N:35][CH:36]=[CH:37][CH:38]=[C:39]2[C@H:29]1[NH:28][C:26](=[O:27])[O:25][C:21]([CH3:24])([CH3:23])[CH3:22]. The yield is 0.900.